This data is from Full USPTO retrosynthesis dataset with 1.9M reactions from patents (1976-2016). The task is: Predict the reactants needed to synthesize the given product. (1) The reactants are: [CH3:1][C:2]1[C:7]([NH:8][C:9](=[O:15])[O:10][C:11]([CH3:14])([CH3:13])[CH3:12])=[C:6]([CH3:16])[N:5]=[C:4]([O:17][CH2:18][C:19]([N:21]([CH3:28])[CH:22]2[CH2:27][CH2:26][NH:25][CH2:24][CH2:23]2)=[O:20])[N:3]=1.[CH2:29](Br)[CH:30]([CH3:32])[CH3:31]. Given the product [CH2:29]([N:25]1[CH2:24][CH2:23][CH:22]([N:21]([CH3:28])[C:19](=[O:20])[CH2:18][O:17][C:4]2[N:3]=[C:2]([CH3:1])[C:7]([NH:8][C:9](=[O:15])[O:10][C:11]([CH3:14])([CH3:12])[CH3:13])=[C:6]([CH3:16])[N:5]=2)[CH2:27][CH2:26]1)[CH:30]([CH3:32])[CH3:31], predict the reactants needed to synthesize it. (2) Given the product [F:24][C:2]([F:1])([F:23])[C:3]1[CH:18]=[CH:17][C:16]([C:19]([F:22])([F:20])[F:21])=[CH:15][C:4]=1[CH2:5][O:6][C:7]1[CH:8]=[C:9](/[CH:47]=[CH:44]/[CH:45]=[O:46])[CH:12]=[CH:13][CH:14]=1, predict the reactants needed to synthesize it. The reactants are: [F:1][C:2]([F:24])([F:23])[C:3]1[CH:18]=[CH:17][C:16]([C:19]([F:22])([F:21])[F:20])=[CH:15][C:4]=1[CH2:5][O:6][C:7]1[CH:8]=[C:9]([CH:12]=[CH:13][CH:14]=1)C=O.C1(P(=[CH:44][CH:45]=[O:46])(C2C=CC=CC=2)C2C=CC=CC=2)C=CC=CC=1.[C:47]1(C)C=CC=CC=1. (3) Given the product [Br:1][C:2]1[CH:3]=[C:4]([CH2:5][N:6]([CH:30]2[CH2:32][CH2:31]2)[C:7]([C@H:9]2[C@H:14]([C:15]3[CH:20]=[CH:19][N:18]([CH3:21])[C:17](=[O:22])[CH:16]=3)[CH2:13][CH2:12][NH:11][CH2:10]2)=[O:8])[CH:33]=[C:34]([CH2:36][CH2:37][CH2:38][O:39][CH3:40])[CH:35]=1, predict the reactants needed to synthesize it. The reactants are: [Br:1][C:2]1[CH:3]=[C:4]([CH:33]=[C:34]([CH2:36][CH2:37][CH2:38][O:39][CH3:40])[CH:35]=1)[CH2:5][N:6]([CH:30]1[CH2:32][CH2:31]1)[C:7]([C@H:9]1[C@H:14]([C:15]2[CH:20]=[CH:19][N:18]([CH3:21])[C:17](=[O:22])[CH:16]=2)[CH2:13][CH2:12][N:11](C(OC(C)(C)C)=O)[CH2:10]1)=[O:8].Cl. (4) Given the product [Br:1][C:2]1[C:10]2[CH:9]=[C:8]([C:11]([OH:13])=[O:12])[S:7][C:6]=2[CH:5]=[CH:4][CH:3]=1, predict the reactants needed to synthesize it. The reactants are: [Br:1][C:2]1[C:10]2[CH:9]=[C:8]([C:11]([O:13]C)=[O:12])[S:7][C:6]=2[CH:5]=[CH:4][CH:3]=1.[OH-].[Na+].CO. (5) The reactants are: [Cl:1][C:2]1[C:10]2[NH:9][N:8]=[CH:7][C:6]=2[C:5]2[CH2:11][N:12]([CH2:18][C:19]([F:22])([F:21])[F:20])[C:13](=[O:17])[C@H:14]([OH:16])[CH2:15][C:4]=2[CH:3]=1.ClCCl.C(N(C(C)C)CC)(C)C.[C:35](Cl)(=[O:46])[O:36][C:37]1[CH:42]=[CH:41][C:40]([N+:43]([O-:45])=[O:44])=[CH:39][CH:38]=1. Given the product [C:35](=[O:46])([O:36][C:37]1[CH:38]=[CH:39][C:40]([N+:43]([O-:45])=[O:44])=[CH:41][CH:42]=1)[O:16][C@H:14]1[C:13](=[O:17])[N:12]([CH2:18][C:19]([F:21])([F:20])[F:22])[CH2:11][C:5]2[C:6]3[CH:7]=[N:8][NH:9][C:10]=3[C:2]([Cl:1])=[CH:3][C:4]=2[CH2:15]1, predict the reactants needed to synthesize it. (6) Given the product [Cl:23][C:24]1[CH:25]=[C:26]([CH:31]=[C:32]([Cl:35])[C:33]=1[O:34][C:15]1[CH:16]=[CH:17][C:18]([O:21][CH3:22])=[CH:19][CH:20]=1)[C:27]([O:29][CH3:30])=[O:28], predict the reactants needed to synthesize it. The reactants are: F[B-](F)(F)F.[CH3:22][O:21][C:18]1[CH:19]=[CH:20][C:15]([I+][C:15]2[CH:20]=[CH:19][C:18]([O:21][CH3:22])=[CH:17][CH:16]=2)=[CH:16][CH:17]=1.[Cl:23][C:24]1[CH:25]=[C:26]([CH:31]=[C:32]([Cl:35])[C:33]=1[OH:34])[C:27]([O:29][CH3:30])=[O:28].CCN(CC)CC. (7) The reactants are: [CH2:1]([C:8]1[CH:13]=[CH:12][CH:11]=[CH:10][C:9]=1[OH:14])[C:2]1[CH:7]=[CH:6][CH:5]=[CH:4][CH:3]=1.C[C:16]1(C)N(O)C(C)(C)C[CH:18]([OH:25])[CH2:17]1.C(Cl)(=O)C=C.[OH-].[Na+]. Given the product [C:18]([O:14][C:9]1[CH:10]=[CH:11][CH:12]=[CH:13][C:8]=1[CH2:1][C:2]1[CH:3]=[CH:4][CH:5]=[CH:6][CH:7]=1)(=[O:25])[CH:17]=[CH2:16], predict the reactants needed to synthesize it.